From a dataset of Catalyst prediction with 721,799 reactions and 888 catalyst types from USPTO. Predict which catalyst facilitates the given reaction. (1) Reactant: [Si:1](Cl)([C:4]([CH3:7])([CH3:6])[CH3:5])([CH3:3])[CH3:2].N1C=CN=C1.[CH3:14][O:15][C:16]([C:18]1[S:19][C:20]([C:24]2[CH:29]=[CH:28][C:27]([C:30]([CH2:41][CH3:42])([C:33]3[CH:38]=[CH:37][C:36]([OH:39])=[C:35]([CH3:40])[CH:34]=3)[CH2:31][CH3:32])=[CH:26][C:25]=2[CH3:43])=[C:21]([CH3:23])[CH:22]=1)=[O:17].C(OCC)C. Product: [CH3:14][O:15][C:16]([C:18]1[S:19][C:20]([C:24]2[CH:29]=[CH:28][C:27]([C:30]([C:33]3[CH:38]=[CH:37][C:36]([O:39][Si:1]([C:4]([CH3:7])([CH3:6])[CH3:5])([CH3:3])[CH3:2])=[C:35]([CH3:40])[CH:34]=3)([CH2:31][CH3:32])[CH2:41][CH3:42])=[CH:26][C:25]=2[CH3:43])=[C:21]([CH3:23])[CH:22]=1)=[O:17]. The catalyst class is: 9. (2) Reactant: [F:1][C:2]1[CH:7]=[CH:6][C:5]([C:8]2[O:12][N:11]=[C:10]([C:13]([OH:15])=O)[CH:9]=2)=[CH:4][CH:3]=1.CN(C(ON1N=NC2C=CC=NC1=2)=[N+](C)C)C.F[P-](F)(F)(F)(F)F.[NH2:40][CH2:41][CH2:42][CH2:43][CH2:44][C:45]([N:47]1[CH2:52][CH2:51][N:50]([CH3:53])[CH2:49][CH2:48]1)=[O:46].CCN(C(C)C)C(C)C. Product: [F:1][C:2]1[CH:3]=[CH:4][C:5]([C:8]2[O:12][N:11]=[C:10]([C:13]([NH:40][CH2:41][CH2:42][CH2:43][CH2:44][C:45]([N:47]3[CH2:48][CH2:49][N:50]([CH3:53])[CH2:51][CH2:52]3)=[O:46])=[O:15])[CH:9]=2)=[CH:6][CH:7]=1. The catalyst class is: 18.